Task: Predict the product of the given reaction.. Dataset: Forward reaction prediction with 1.9M reactions from USPTO patents (1976-2016) (1) The product is: [NH2:4][C:5]1[N:6]=[C:7]([O:33][CH2:32][CH:29]2[CH2:31][CH2:30]2)[C:8]2[N:14]=[C:13]([C:15]3[CH:16]=[CH:17][C:18]([F:21])=[CH:19][CH:20]=3)[CH:12]=[CH:11][C:9]=2[N:10]=1. Given the reactants C([NH:4][C:5]1[N:6]=[C:7](C2N=CNN=2)[C:8]2[N:14]=[C:13]([C:15]3[CH:20]=[CH:19][C:18]([F:21])=[CH:17][CH:16]=3)[CH:12]=[CH:11][C:9]=2[N:10]=1)(=O)C.[H-].[Na+].[CH:29]1([CH2:32][OH:33])[CH2:31][CH2:30]1, predict the reaction product. (2) Given the reactants Br[C:2]1[C:3]([C:9]#[N:10])=[N:4][N:5]([CH3:8])[C:6]=1[CH3:7].[NH2:11][C:12]1[CH:17]=[CH:16][CH:15]=[CH:14][C:13]=1B(O)O.C(=O)([O-])[O-].[Na+].[Na+].C(O)CC, predict the reaction product. The product is: [NH2:11][C:12]1[CH:17]=[CH:16][CH:15]=[CH:14][C:13]=1[C:2]1[C:3]([C:9]#[N:10])=[N:4][N:5]([CH3:8])[C:6]=1[CH3:7]. (3) Given the reactants [F:1][C:2]([F:35])([F:34])[C:3]([C:9]1[CH:10]=[C:11]2[C:15](=[CH:16][CH:17]=1)[N:14]([CH2:18][C:19]1[N:20]=[C:21]([C:25]3[CH:30]=[CH:29][C:28]([CH2:31][OH:32])=[CH:27][CH:26]=3)[O:22][C:23]=1[CH3:24])[CH:13]([CH3:33])[CH2:12]2)([OH:8])[C:4]([F:7])([F:6])[F:5], predict the reaction product. The product is: [CH3:24][C:23]1[O:22][C:21]([C:25]2[CH:26]=[CH:27][C:28]([CH:31]=[O:32])=[CH:29][CH:30]=2)=[N:20][C:19]=1[CH2:18][N:14]1[C:15]2[C:11](=[CH:10][C:9]([C:3]([OH:8])([C:4]([F:7])([F:6])[F:5])[C:2]([F:1])([F:34])[F:35])=[CH:17][CH:16]=2)[CH:12]=[C:13]1[CH3:33]. (4) Given the reactants C(OC(=O)[NH:7][C@H:8]([CH:11]([C:13]1[N:17]=[C:16]([CH:18]2[CH2:20][CH2:19]2)[O:15][N:14]=1)[OH:12])[CH2:9][CH3:10])(C)(C)C.O1CCOCC1.[ClH:28], predict the reaction product. The product is: [ClH:28].[NH2:7][CH:8]([CH2:9][CH3:10])[C@@H:11]([C:13]1[N:17]=[C:16]([CH:18]2[CH2:20][CH2:19]2)[O:15][N:14]=1)[OH:12]. (5) Given the reactants [NH2:1][C:2](=O)[C@@H:3]([NH:5][C:6](=[O:15])[O:7][CH2:8][C:9]1[CH:14]=[CH:13][CH:12]=[CH:11][CH:10]=1)[CH3:4].ClC1N=C(Cl)N=C(Cl)N=1, predict the reaction product. The product is: [C:2]([C@@H:3]([NH:5][C:6](=[O:15])[O:7][CH2:8][C:9]1[CH:10]=[CH:11][CH:12]=[CH:13][CH:14]=1)[CH3:4])#[N:1]. (6) Given the reactants Br[C:2]1[C:12]2[O:11][CH2:10][CH2:9][N:8]([C:13]([O:15][C:16]([CH3:19])([CH3:18])[CH3:17])=[O:14])[CH2:7][C:6]=2[CH:5]=[CH:4][CH:3]=1.[F:20][C:21]([F:32])([F:31])[C:22]1[CH:27]=[CH:26][CH:25]=[CH:24][C:23]=1B(O)O.O, predict the reaction product. The product is: [F:20][C:21]([F:32])([F:31])[C:22]1[CH:27]=[CH:26][CH:25]=[CH:24][C:23]=1[C:2]1[C:12]2[O:11][CH2:10][CH2:9][N:8]([C:13]([O:15][C:16]([CH3:19])([CH3:18])[CH3:17])=[O:14])[CH2:7][C:6]=2[CH:5]=[CH:4][CH:3]=1. (7) Given the reactants [CH2:1]([O:8][C:9]([NH:11][C@@H:12]([C:16]([CH3:28])([S:18][C:19]1[CH:24]=[CH:23][CH:22]=[CH:21][C:20]=1[N+:25]([O-])=O)[CH3:17])[C:13]([OH:15])=[O:14])=[O:10])[C:2]1[CH:7]=[CH:6][CH:5]=[CH:4][CH:3]=1.[NH4+].[Cl-], predict the reaction product. The product is: [NH2:25][C:20]1[CH:21]=[CH:22][CH:23]=[CH:24][C:19]=1[S:18][C:16]([CH3:28])([CH3:17])[C@H:12]([NH:11][C:9]([O:8][CH2:1][C:2]1[CH:7]=[CH:6][CH:5]=[CH:4][CH:3]=1)=[O:10])[C:13]([OH:15])=[O:14].